This data is from Forward reaction prediction with 1.9M reactions from USPTO patents (1976-2016). The task is: Predict the product of the given reaction. (1) Given the reactants [O:1]=[C:2]1[C:10]2[CH2:9][CH2:8][CH2:7][CH2:6][C:5]=2[C:4](=[CH:11][C:12]2[CH:13]=[C:14]([CH:17]=[CH:18][CH:19]=2)[C:15]#[N:16])O1.O.[NH2:21][NH2:22], predict the reaction product. The product is: [O:1]=[C:2]1[C:10]2[CH2:9][CH2:8][CH2:7][CH2:6][C:5]=2[C:4]([CH2:11][C:12]2[CH:13]=[C:14]([CH:17]=[CH:18][CH:19]=2)[C:15]#[N:16])=[N:22][NH:21]1. (2) Given the reactants [Cl:1][C:2]1[CH:3]=[CH:4][C:5]([O:18][C:19]2[CH:24]=[C:23]([F:25])[C:22]([S:26](=[O:45])(=[O:44])[N:27](CC3C=CC(OC)=CC=3OC)[C:28]3[S:29][CH:30]=[CH:31][N:32]=3)=[CH:21][C:20]=2[Cl:46])=[C:6]([CH2:8][CH2:9][CH2:10][NH:11][CH2:12][C:13]([O:15][CH2:16][CH3:17])=[O:14])[CH:7]=1.Cl.CCCCC, predict the reaction product. The product is: [Cl:1][C:2]1[CH:3]=[CH:4][C:5]([O:18][C:19]2[CH:24]=[C:23]([F:25])[C:22]([S:26](=[O:44])(=[O:45])[NH:27][C:28]3[S:29][CH:30]=[CH:31][N:32]=3)=[CH:21][C:20]=2[Cl:46])=[C:6]([CH2:8][CH2:9][CH2:10][NH:11][CH2:12][C:13]([O:15][CH2:16][CH3:17])=[O:14])[CH:7]=1. (3) Given the reactants [Si:1]([O:18][C:19]1C(Cl)=[N:21][C:22]2[C:27]([CH:28]=1)=[CH:26][CH:25]=[C:24]1[CH:29]=[CH:30][C:31]([O:33][CH2:34][CH:35]3[CH2:37][CH2:36]3)=[CH:32][C:23]=21)([C:14]([CH3:17])([CH3:16])[CH3:15])([C:8]1[CH:13]=[CH:12][CH:11]=[CH:10][CH:9]=1)[C:2]1[CH:7]=[CH:6][CH:5]=[CH:4][CH:3]=1.C1(C)C=CC=CC=1P(C1C=CC=CC=1C)C1C=CC=CC=1C.C(CC([O-])=[O:66])(C)=C.[CH2:79]([Sn]([CH2:79][CH2:80][CH2:81][CH3:82])([CH2:79][CH2:80][CH2:81][CH3:82])OC)[CH2:80][CH2:81][CH3:82], predict the reaction product. The product is: [Si:1]([O:18][C:19]1[CH:28]=[C:27]2[C:22](=[C:23]3[CH:32]=[C:31]([O:33][CH2:34][CH:35]4[CH2:37][CH2:36]4)[CH:30]=[CH:29][C:24]=13)[N:21]=[C:79]([CH2:80][C:81]([CH3:82])=[O:66])[CH:25]=[CH:26]2)([C:14]([CH3:17])([CH3:16])[CH3:15])([C:8]1[CH:13]=[CH:12][CH:11]=[CH:10][CH:9]=1)[C:2]1[CH:7]=[CH:6][CH:5]=[CH:4][CH:3]=1. (4) The product is: [Cl:28][C:17]1[C:18]([OH:20])=[N:19][C:14]([OH:13])=[N:15][C:16]=1[C:21]([O:23][CH3:24])=[O:22]. Given the reactants CC1C(=O)NC(=O)NC=1C(O)=O.[OH:13][C:14]1[N:19]=[C:18]([OH:20])[CH:17]=[C:16]([C:21]([O:23][CH3:24])=[O:22])[N:15]=1.S(Cl)([Cl:28])(=O)=O, predict the reaction product.